From a dataset of Reaction yield outcomes from USPTO patents with 853,638 reactions. Predict the reaction yield, written as a fraction of the theoretical maximum amount of product (1.0 means a 100% yield; for example, 0.34 means a 34% yield). The reactants are Cl[CH2:2][C:3]1([CH2:6][OH:7])[CH2:5][CH2:4]1.[N:8]1([C:14]([O:16][C:17]([CH3:20])([CH3:19])[CH3:18])=[O:15])[CH2:13][CH2:12][NH:11][CH2:10][CH2:9]1.C([O-])([O-])=O.[K+].[K+]. The catalyst is CC(C)=O. The product is [OH:7][CH2:6][C:3]1([CH2:2][N:11]2[CH2:10][CH2:9][N:8]([C:14]([O:16][C:17]([CH3:20])([CH3:19])[CH3:18])=[O:15])[CH2:13][CH2:12]2)[CH2:5][CH2:4]1. The yield is 0.340.